This data is from Reaction yield outcomes from USPTO patents with 853,638 reactions. The task is: Predict the reaction yield, written as a fraction of the theoretical maximum amount of product (1.0 means a 100% yield; for example, 0.34 means a 34% yield). (1) The reactants are [NH2:1][C:2]1[CH:24]=[CH:23][C:5]([O:6][C:7]2[C:16]3[C:11](=[CH:12][C:13]([O:21][CH3:22])=[C:14]([C:17](OC)=[O:18])[CH:15]=3)[N:10]=[CH:9][CH:8]=2)=[CH:4][C:3]=1[CH3:25].[CH2:26]([N:28](CC)CC)[CH3:27].[F:33][P-](F)(F)(F)(F)[F:33].[N:40]1([P+](N(C)C)(N(C)C)N(C)C)[C:44]2[CH:45]=[CH:46][CH:46]=[CH:45][C:44]=2[N:40]=N1.O.CN(C)[CH:62]=[O:63]. The catalyst is C(OCC)(=O)C.O1CCCC1. The product is [F:33][CH2:27][CH2:26][NH:28][C:17]([C:14]1[CH:15]=[C:16]2[C:11](=[CH:12][C:13]=1[O:21][CH3:22])[N:10]=[CH:9][CH:8]=[C:7]2[O:6][C:5]1[CH:23]=[CH:24][C:2]([NH:1][C:62]([NH:40][CH:44]2[CH2:45][CH2:46]2)=[O:63])=[C:3]([CH3:25])[CH:4]=1)=[O:18]. The yield is 0.660. (2) The reactants are Br[CH2:2][C:3]([C:5]1[CH:10]=[CH:9][C:8]([NH:11][C:12](=[O:15])[O:13][CH3:14])=[CH:7][CH:6]=1)=[O:4].CC(C1C=CC(N)=CC=1)=O.[OH-].[Na+].COC(Cl)=O. The catalyst is CCOC(C)=O.O1CCOCC1.O. The product is [CH3:14][O:13][C:12](=[O:15])[NH:11][C:8]1[CH:9]=[CH:10][C:5]([C:3](=[O:4])[CH3:2])=[CH:6][CH:7]=1. The yield is 0.530.